This data is from Catalyst prediction with 721,799 reactions and 888 catalyst types from USPTO. The task is: Predict which catalyst facilitates the given reaction. (1) Reactant: [OH:1][C@@:2]1([C:9]#[C:10][C:11]2[CH:12]=[C:13]([N:17]3[C:25]4[C:20](=[CH:21][C:22]([CH2:26][N:27]5[CH2:31][CH2:30][CH2:29][CH2:28]5)=[CH:23][CH:24]=4)[C:19]([C:32]([O-])=[O:33])=[N:18]3)[CH:14]=[CH:15][CH:16]=2)[CH2:6][CH2:5][N:4]([CH3:7])[C:3]1=[O:8].[NH3:35]. Product: [OH:1][C@@:2]1([C:9]#[C:10][C:11]2[CH:12]=[C:13]([N:17]3[C:25]4[C:20](=[CH:21][C:22]([CH2:26][N:27]5[CH2:31][CH2:30][CH2:29][CH2:28]5)=[CH:23][CH:24]=4)[C:19]([C:32]([NH2:35])=[O:33])=[N:18]3)[CH:14]=[CH:15][CH:16]=2)[CH2:6][CH2:5][N:4]([CH3:7])[C:3]1=[O:8]. The catalyst class is: 5. (2) Reactant: [Cl:1][C:2]1[N:10]=[C:9]([I:11])[CH:8]=[CH:7][C:3]=1[C:4]([OH:6])=[O:5].[CH3:12]N(C)C=O.C(Cl)(=O)C(Cl)=O.CO. Product: [CH3:12][O:5][C:4](=[O:6])[C:3]1[CH:7]=[CH:8][C:9]([I:11])=[N:10][C:2]=1[Cl:1]. The catalyst class is: 46. (3) Reactant: C[O:2][C:3](=[O:17])[C:4]1[CH:9]=[CH:8][C:7]([N:10]2[CH2:15][CH2:14][N:13]([CH3:16])[CH2:12][CH2:11]2)=[N:6][CH:5]=1.[OH-].[Na+].Cl. Product: [CH3:16][N:13]1[CH2:12][CH2:11][N:10]([C:7]2[CH:8]=[CH:9][C:4]([C:3]([OH:17])=[O:2])=[CH:5][N:6]=2)[CH2:15][CH2:14]1. The catalyst class is: 24. (4) Reactant: Br[CH:2]1[CH2:8][CH2:7][CH2:6][C:5]2[CH:9]=[CH:10][C:11]([F:13])=[CH:12][C:4]=2[C:3]1=O.[NH2:15][C:16]([NH2:18])=[S:17]. Product: [F:13][C:11]1[CH:10]=[CH:9][C:5]2[CH2:6][CH2:7][CH2:8][C:2]3[S:17][C:16]([NH2:18])=[N:15][C:3]=3[C:4]=2[CH:12]=1. The catalyst class is: 8. (5) Reactant: [OH:1][C:2]1[CH:9]=[C:8]([O:10][CH2:11][C:12]2[CH:17]=[CH:16][CH:15]=[CH:14][N:13]=2)[CH:7]=[CH:6][C:3]=1[CH:4]=[O:5].C(#N)C.C(=O)([O-])[O-].[Cs+].[Cs+].Cl.Cl[CH2:29][CH2:30][N:31]1[CH2:36][CH2:35][O:34][CH2:33][CH2:32]1. Product: [O:34]1[CH2:35][CH2:36][N:31]([CH2:30][CH2:29][O:1][C:2]2[CH:9]=[C:8]([O:10][CH2:11][C:12]3[CH:17]=[CH:16][CH:15]=[CH:14][N:13]=3)[CH:7]=[CH:6][C:3]=2[CH:4]=[O:5])[CH2:32][CH2:33]1. The catalyst class is: 161. (6) Reactant: CS(O[CH2:6][C:7]([CH3:17])([N:9]1[CH:13]=[C:12]([N+:14]([O-:16])=[O:15])[CH:11]=[N:10]1)[CH3:8])(=O)=O.[I-:18].[Na+].O. Product: [I:18][CH2:6][C:7]([N:9]1[CH:13]=[C:12]([N+:14]([O-:16])=[O:15])[CH:11]=[N:10]1)([CH3:17])[CH3:8]. The catalyst class is: 9. (7) Reactant: [CH3:1][CH:2]([C:4]1[N:8]([CH2:9][CH2:10][C@@H:11]([OH:19])[CH2:12][C@@H:13]([OH:18])[CH2:14][C:15]([O-:17])=[O:16])[C:7]([C:20]2[CH:21]=[CH:22][C:23]([F:26])=[CH:24][CH:25]=2)=[C:6]([C:27]2[CH:28]=[CH:29][CH:30]=[CH:31][CH:32]=2)[C:5]=1[C:33]([NH:35][C:36]1[CH:37]=[CH:38][CH:39]=[CH:40][CH:41]=1)=[O:34])[CH3:3].[CH3:3][CH:2]([C:4]1[N:8]([CH2:9][CH2:10][C@@H:11]([OH:19])[CH2:12][C@@H:13]([OH:18])[CH2:14][C:15]([O-:17])=[O:16])[C:7]([C:20]2[CH:25]=[CH:24][C:23]([F:26])=[CH:22][CH:21]=2)=[C:6]([C:27]2[CH:32]=[CH:31][CH:30]=[CH:29][CH:28]=2)[C:5]=1[C:33]([NH:35][C:36]1[CH:41]=[CH:40][CH:39]=[CH:38][CH:37]=1)=[O:34])[CH3:1].[Ca+2].O. Product: [CH3:3][CH:2]([C:4]1[N:8]([CH2:9][CH2:10][C@@H:11]([OH:19])[CH2:12][C@@H:13]([OH:18])[CH2:14][C:15]([OH:17])=[O:16])[C:7]([C:20]2[CH:25]=[CH:24][C:23]([F:26])=[CH:22][CH:21]=2)=[C:6]([C:27]2[CH:32]=[CH:31][CH:30]=[CH:29][CH:28]=2)[C:5]=1[C:33]([NH:35][C:36]1[CH:41]=[CH:40][CH:39]=[CH:38][CH:37]=1)=[O:34])[CH3:1]. The catalyst class is: 32.